Task: Predict the reactants needed to synthesize the given product.. Dataset: Full USPTO retrosynthesis dataset with 1.9M reactions from patents (1976-2016) Given the product [Br:14][CH2:15][CH2:16][CH2:17][NH:18][C:8]([C:6]1[NH:5][N:4]=[C:3]([C:2]([F:1])([F:12])[F:11])[CH:7]=1)=[O:10], predict the reactants needed to synthesize it. The reactants are: [F:1][C:2]([F:12])([F:11])[C:3]1[CH:7]=[C:6]([C:8]([OH:10])=O)[NH:5][N:4]=1.Br.[Br:14][CH2:15][CH2:16][CH2:17][NH2:18].C(N(CC)C(C)C)(C)C.F[P-](F)(F)(F)(F)F.N1(OC(N(C)C)=[N+](C)C)C2N=CC=CC=2N=N1.ON1C2N=CC=CC=2N=N1.